This data is from Reaction yield outcomes from USPTO patents with 853,638 reactions. The task is: Predict the reaction yield, written as a fraction of the theoretical maximum amount of product (1.0 means a 100% yield; for example, 0.34 means a 34% yield). (1) The reactants are C([N:8]([CH2:14][C:15]1[C:19]2[N:20]=[CH:21][N:22]=[C:23]([OH:24])[C:18]=2[NH:17][CH:16]=1)[CH2:9][C@@H:10]([OH:13])[CH2:11][OH:12])C1C=CC=CC=1.[H][H]. The catalyst is O.[Pd]. The product is [OH:24][C:23]1[C:18]2[NH:17][CH:16]=[C:15]([CH2:14][NH:8][CH2:9][C@@H:10]([OH:13])[CH2:11][OH:12])[C:19]=2[N:20]=[CH:21][N:22]=1. The yield is 0.990. (2) The reactants are [CH3:1][O:2][C:3]([C:5]1[S:6][C:7]([C:24]2[CH:29]=[CH:28][CH:27]=[CH:26][CH:25]=2)=[CH:8][C:9]=1[NH:10][CH:11]([CH:18]1[CH2:23][CH2:22][CH2:21][CH2:20][CH2:19]1)[CH2:12][CH2:13][CH2:14][C:15]([OH:17])=O)=[O:4].N1C=CC=CC=1.CC(OC(OC(OC(C)(C)C)=O)=O)(C)C. The catalyst is O1CCCCO1. The product is [CH3:1][O:2][C:3]([C:5]1[S:6][C:7]([C:24]2[CH:25]=[CH:26][CH:27]=[CH:28][CH:29]=2)=[CH:8][C:9]=1[N:10]1[C:15](=[O:17])[CH2:14][CH2:13][CH2:12][CH:11]1[CH:18]1[CH2:19][CH2:20][CH2:21][CH2:22][CH2:23]1)=[O:4]. The yield is 0.390. (3) The reactants are [NH2:1][C:2]1[N:7]=[C:6]([C:8]([O:10][CH2:11][CH3:12])=[O:9])[CH:5]=[CH:4][CH:3]=1.[C:13](O[C:13]([O:15][C:16]([CH3:19])([CH3:18])[CH3:17])=[O:14])([O:15][C:16]([CH3:19])([CH3:18])[CH3:17])=[O:14]. The catalyst is CN(C1C=CN=CC=1)C.C1COCC1. The product is [C:16]([O:15][C:13]([NH:1][C:2]1[N:7]=[C:6]([C:8]([O:10][CH2:11][CH3:12])=[O:9])[CH:5]=[CH:4][CH:3]=1)=[O:14])([CH3:19])([CH3:18])[CH3:17]. The yield is 1.00. (4) The reactants are [Cl-].[Ca+2].[Cl-].[O:4]1[CH:6]([CH2:7][CH2:8][CH2:9][CH2:10][CH2:11][CH2:12][CH2:13][CH2:14][CH2:15][CH3:16])[CH2:5]1.S(=O)(=O)(O)O.[CH2:22]([OH:27])[CH2:23][CH:24]([OH:26])[CH3:25].C(=O)([O-])O.[Na+]. The catalyst is O. The product is [OH:4][CH2:5][CH2:6][CH2:7][CH2:8][CH2:9][CH2:10][CH2:11][CH2:12][CH2:13][CH2:14][CH2:15][CH2:16][O:27][CH2:22][CH2:23][CH:24]([OH:26])[CH3:25]. The yield is 0.986. (5) The reactants are CS(N1CCN(C[C:12]2[CH:13]=[CH:14][C:15]([N+:32]([O-:34])=O)=[C:16](/[CH:18]=[CH:19]/C3C(OC)=NC4C(C=3)=CC=CC=4)[CH:17]=2)CC1)(=O)=O. The catalyst is C1(C)C=CC=CC=1. The product is [N:32]1([OH:34])[C:15]2[C:16](=[CH:17][CH:12]=[CH:13][CH:14]=2)[CH:18]=[CH:19]1. The yield is 0.200. (6) The reactants are [C:1](/[N:3]=[C:4](/OCC)\[CH2:5][CH3:6])#[N:2].[CH2:10]([NH2:17])[C:11]1[CH:16]=[CH:15][CH:14]=[CH:13][CH:12]=1. The catalyst is CCO. The product is [CH2:10]([NH:17]/[C:4](=[N:3]/[C:1]#[N:2])/[CH2:5][CH3:6])[C:11]1[CH:16]=[CH:15][CH:14]=[CH:13][CH:12]=1. The yield is 0.682. (7) The reactants are [Cl:1][C:2]1[CH:28]=[CH:27][C:5]([O:6][C:7]2[CH:12]=[CH:11][C:10]([N:13]3[C@@H:17]([C:18]4[CH:23]=[CH:22][CH:21]=[CH:20][CH:19]=4)[C@H:16]([CH2:24][OH:25])[O:15][C:14]3=[O:26])=[CH:9][CH:8]=2)=[CH:4][CH:3]=1.[H-].[Na+].IC.[C:33]([O-])(O)=O.[Na+]. The catalyst is C1COCC1. The product is [Cl:1][C:2]1[CH:3]=[CH:4][C:5]([O:6][C:7]2[CH:8]=[CH:9][C:10]([N:13]3[C@@H:17]([C:18]4[CH:23]=[CH:22][CH:21]=[CH:20][CH:19]=4)[C@H:16]([CH2:24][O:25][CH3:33])[O:15][C:14]3=[O:26])=[CH:11][CH:12]=2)=[CH:27][CH:28]=1. The yield is 0.570. (8) The reactants are [N+:1]([C:4]1[CH:5]=[C:6]([C:10](=[O:12])[CH3:11])[CH:7]=[CH:8][CH:9]=1)([O-:3])=[O:2].S(Cl)([Cl:16])(=O)=O. The catalyst is C(OC)(C)(C)C. The product is [Cl:16][CH2:11][C:10]([C:6]1[CH:7]=[CH:8][CH:9]=[C:4]([N+:1]([O-:3])=[O:2])[CH:5]=1)=[O:12]. The yield is 0.670. (9) The reactants are [N+:1]([C:4]1[CH:5]=[CH:6][CH:7]=[C:8]2[C:12]=1[NH:11][CH:10]=[CH:9]2)([O-])=O.C([O-])=O.[NH4+]. The catalyst is C(O)C.[Pd]. The product is [NH:11]1[C:12]2[C:8](=[CH:7][CH:6]=[CH:5][C:4]=2[NH2:1])[CH:9]=[CH:10]1. The yield is 0.990.